Dataset: Catalyst prediction with 721,799 reactions and 888 catalyst types from USPTO. Task: Predict which catalyst facilitates the given reaction. (1) Reactant: [H-].[Na+].[Br:3][C:4]1[N:5]=[C:6]([C:11]#[C:12][CH3:13])[C:7]([NH2:10])=[N:8][CH:9]=1.[C:14]1([CH3:24])[CH:19]=[CH:18][C:17]([S:20](Cl)(=[O:22])=[O:21])=[CH:16][CH:15]=1.Cl. Product: [Br:3][C:4]1[N:5]=[C:6]2[CH:11]=[C:12]([CH3:13])[N:10]([S:20]([C:17]3[CH:18]=[CH:19][C:14]([CH3:24])=[CH:15][CH:16]=3)(=[O:22])=[O:21])[C:7]2=[N:8][CH:9]=1. The catalyst class is: 37. (2) Reactant: [OH:1][CH:2]([C:7]1[CH:12]=[CH:11][C:10]([C:13]([F:16])([F:15])[F:14])=[C:9]([NH:17][C:18](=[O:40])[C:19]2[C:24]([CH3:25])=[CH:23][C:22]([O:26][CH2:27][C@@H:28]3[CH2:33][N:32]([CH3:34])[C:31]4[CH:35]=[CH:36][CH:37]=[CH:38][C:30]=4[O:29]3)=[CH:21][C:20]=2[CH3:39])[CH:8]=1)[C:3]([O:5]C)=[O:4].O1CCCC1.[OH-].[Na+].Cl. Product: [OH:1][CH:2]([C:7]1[CH:12]=[CH:11][C:10]([C:13]([F:16])([F:15])[F:14])=[C:9]([NH:17][C:18](=[O:40])[C:19]2[C:20]([CH3:39])=[CH:21][C:22]([O:26][CH2:27][C@@H:28]3[CH2:33][N:32]([CH3:34])[C:31]4[CH:35]=[CH:36][CH:37]=[CH:38][C:30]=4[O:29]3)=[CH:23][C:24]=2[CH3:25])[CH:8]=1)[C:3]([OH:5])=[O:4]. The catalyst class is: 72.